From a dataset of Retrosynthesis with 50K atom-mapped reactions and 10 reaction types from USPTO. Predict the reactants needed to synthesize the given product. (1) Given the product COC(=O)c1c(C)n(C(C)C(=O)N2CCCC2)c2ccccc12, predict the reactants needed to synthesize it. The reactants are: CC(Br)C(=O)N1CCCC1.COC(=O)c1c(C)[nH]c2ccccc12. (2) Given the product COc1cc(CCN2CCOCC2)c(F)cc1Nc1nccc(-c2c(-c3ccc(OC)c(C(=O)Nc4c(F)cccc4F)c3)nc3ccccn23)n1, predict the reactants needed to synthesize it. The reactants are: COc1cc(CCN2CCOCC2)c(F)cc1N.COc1ccc(-c2nc3ccccn3c2-c2ccnc(Cl)n2)cc1C(=O)Nc1c(F)cccc1F. (3) The reactants are: COC(=O)c1sccc1NS(=O)(=O)c1ccc(N2CCCC2)c(C)c1. Given the product Cc1cc(S(=O)(=O)Nc2ccsc2C(=O)O)ccc1N1CCCC1, predict the reactants needed to synthesize it.